From a dataset of Forward reaction prediction with 1.9M reactions from USPTO patents (1976-2016). Predict the product of the given reaction. (1) The product is: [Cl:12][C:4]1[CH:3]=[C:2]([B:18]([OH:21])[OH:19])[C:11]2[O:10][CH2:9][CH2:8][O:7][C:6]=2[CH:5]=1. Given the reactants Br[C:2]1[C:11]2[O:10][CH2:9][CH2:8][O:7][C:6]=2[CH:5]=[C:4]([Cl:12])[CH:3]=1.C([Li])CCC.[B:18](OC)([O:21]C)[O:19]C.[NH4+].[Cl-], predict the reaction product. (2) The product is: [C:1]1([S:7]([C:10]2[CH:21]=[CH:20][C:13]3[N:14]([C:24]4[CH:29]=[CH:28][N:27]=[CH:26][CH:25]=4)[CH2:15][C:16]([CH3:18])([CH3:19])[O:17][C:12]=3[CH:11]=2)(=[O:9])=[O:8])[CH:6]=[CH:5][CH:4]=[CH:3][CH:2]=1. Given the reactants [C:1]1([S:7]([C:10]2[CH:21]=[CH:20][C:13]3[NH:14][CH2:15][C:16]([CH3:19])([CH3:18])[O:17][C:12]=3[CH:11]=2)(=[O:9])=[O:8])[CH:6]=[CH:5][CH:4]=[CH:3][CH:2]=1.[Cl-].Br[C:24]1[CH:29]=[CH:28][NH+:27]=[CH:26][CH:25]=1, predict the reaction product. (3) Given the reactants [CH3:1][O:2][C:3](=[O:12])[C:4]1[CH:9]=[C:8](I)[CH:7]=[CH:6][C:5]=1[F:11].[Br:13][C:14]1[CH:15]=[N:16][C:17]([C:20]#N)=[N:18][CH:19]=1.C([Mg]Cl)(C)C.[Li+].[Cl-].[NH4+].[Cl-].C1C[O:34]CC1, predict the reaction product. The product is: [CH3:1][O:2][C:3](=[O:12])[C:4]1[CH:9]=[C:8]([C:20]([C:17]2[N:16]=[CH:15][C:14]([Br:13])=[CH:19][N:18]=2)=[O:34])[CH:7]=[CH:6][C:5]=1[F:11]. (4) Given the reactants [Cl:1][C:2]1[CH:7]=[CH:6][C:5]([C:8]2[CH:13]=[CH:12][CH:11]=[C:10](OS(C(F)(F)F)(=O)=O)[C:9]=2[CH2:22][N:23]2[CH2:28][CH2:27][N:26]([C:29]([O:31][C:32]([CH3:35])([CH3:34])[CH3:33])=[O:30])[CH2:25][CH2:24]2)=[CH:4][CH:3]=1.[CH3:36][N:37]([CH3:41])[CH2:38][C:39]#[CH:40].C(N(CC)CC)C, predict the reaction product. The product is: [Cl:1][C:2]1[CH:3]=[CH:4][C:5]([C:8]2[CH:13]=[CH:12][CH:11]=[C:10]([C:40]#[C:39][CH2:38][N:37]([CH3:41])[CH3:36])[C:9]=2[CH2:22][N:23]2[CH2:28][CH2:27][N:26]([C:29]([O:31][C:32]([CH3:33])([CH3:35])[CH3:34])=[O:30])[CH2:25][CH2:24]2)=[CH:6][CH:7]=1. (5) Given the reactants [NH:1]1[CH2:11][CH2:10][CH2:9][CH:3]([C:4]([O:6][CH2:7][CH3:8])=[O:5])[CH2:2]1.C(#N)C.O.C(O)(C(F)(F)F)=O, predict the reaction product. The product is: [NH:1]1[CH2:11][CH2:10][CH2:9][C@H:3]([C:4]([O:6][CH2:7][CH3:8])=[O:5])[CH2:2]1.